Task: Predict the product of the given reaction.. Dataset: Forward reaction prediction with 1.9M reactions from USPTO patents (1976-2016) Given the reactants FC1N=C([CH2:8][N:9]2[CH:13]=[CH:12][C:11]([N:14]3[C:22](=[O:23])[C:21]4[C:16](=[CH:17][CH:18]=[CH:19][CH:20]=4)[C:15]3=[O:24])=[N:10]2)C=CC=1.BrC[C:27]1[C:28]([F:33])=[N:29][CH:30]=[CH:31][CH:32]=1, predict the reaction product. The product is: [F:33][C:28]1[C:27]([CH2:8][N:9]2[CH:13]=[CH:12][C:11]([N:14]3[C:22](=[O:23])[C:21]4[C:16](=[CH:17][CH:18]=[CH:19][CH:20]=4)[C:15]3=[O:24])=[N:10]2)=[CH:32][CH:31]=[CH:30][N:29]=1.